Task: Predict which catalyst facilitates the given reaction.. Dataset: Catalyst prediction with 721,799 reactions and 888 catalyst types from USPTO (1) Reactant: Cl.Cl.[F:3][C:4]1[CH:5]=[CH:6][C:7]2[N:11]=[C:10]([C@@H:12]([NH2:16])[CH2:13][O:14][CH3:15])[N:9]([C:17]3[CH:22]=[CH:21][CH:20]=[CH:19][CH:18]=3)[C:8]=2[C:23]=1[F:24].Cl[C:26]1[N:34]=[CH:33][N:32]=[C:31]2[C:27]=1[N:28]=[CH:29][N:30]2[CH:35]1[CH2:40][CH2:39][CH2:38][CH2:37][O:36]1.CCN(C(C)C)C(C)C. Product: [F:3][C:4]1[CH:5]=[CH:6][C:7]2[N:11]=[C:10]([C@@H:12]([NH:16][C:26]3[N:34]=[CH:33][N:32]=[C:31]4[C:27]=3[N:28]=[CH:29][N:30]4[CH:35]3[CH2:40][CH2:39][CH2:38][CH2:37][O:36]3)[CH2:13][O:14][CH3:15])[N:9]([C:17]3[CH:18]=[CH:19][CH:20]=[CH:21][CH:22]=3)[C:8]=2[C:23]=1[F:24]. The catalyst class is: 868. (2) Reactant: C1N=CN(C(N2C=NC=C2)=O)C=1.[Cl:13][C:14]1[CH:19]=[CH:18][C:17]([C:20]2[C:21]([C:29]3[C:34]([O:35][CH3:36])=[CH:33][CH:32]=[CH:31][C:30]=3[O:37][CH3:38])=[CH:22][CH:23]=[C:24]([C:26](O)=[O:27])[CH:25]=2)=[CH:16][C:15]=1[O:39][CH2:40][CH2:41][CH2:42][N:43]([CH3:45])[CH3:44].[NH2:46][CH:47]([CH:52]([CH3:54])[CH3:53])[CH2:48][C:49]([OH:51])=[O:50]. Product: [ClH:13].[Cl:13][C:14]1[CH:19]=[CH:18][C:17]([C:20]2[C:21]([C:29]3[C:30]([O:37][CH3:38])=[CH:31][CH:32]=[CH:33][C:34]=3[O:35][CH3:36])=[CH:22][CH:23]=[C:24]([C:26]([NH:46][CH:47]([CH:52]([CH3:54])[CH3:53])[CH2:48][C:49]([OH:51])=[O:50])=[O:27])[CH:25]=2)=[CH:16][C:15]=1[O:39][CH2:40][CH2:41][CH2:42][N:43]([CH3:44])[CH3:45]. The catalyst class is: 118. (3) Reactant: Br[C:2]1[C:7]([O:8][CH3:9])=[CH:6][CH:5]=[C:4]([N+:10]([O-])=O)[N:3]=1.O.NN. Product: [NH2:10][C:4]1[CH:5]=[CH:6][C:7]([O:8][CH3:9])=[CH:2][N:3]=1. The catalyst class is: 29. (4) Product: [Cl:1][C:2]1[CH:3]=[C:4]2[C:9](=[CH:10][C:11]=1[O:12][C:13]1[CH:21]=[CH:20][C:16]([C:17](=[O:18])[NH:57][CH2:56][CH2:55][C:54]3[CH:58]=[CH:59][C:51]([CH3:50])=[CH:52][CH:53]=3)=[CH:15][CH:14]=1)[O:8][CH2:7][CH2:6][CH:5]2[C:22]([O:24][CH2:25][CH3:26])=[O:23]. Reactant: [Cl:1][C:2]1[CH:3]=[C:4]2[C:9](=[CH:10][C:11]=1[O:12][C:13]1[CH:21]=[CH:20][C:16]([C:17](O)=[O:18])=[CH:15][CH:14]=1)[O:8][CH2:7][CH2:6][CH:5]2[C:22]([O:24][CH2:25][CH3:26])=[O:23].O.ON1C2C=CC=CC=2N=N1.Cl.C(N=C=NCCCN(C)C)C.[CH3:50][C:51]1[CH:59]=[CH:58][C:54]([CH2:55][CH2:56][NH2:57])=[CH:53][CH:52]=1. The catalyst class is: 35. (5) Reactant: [Cl:1][C:2]1[N:7]=[C:6](Cl)[C:5]([C:9]([O:11][CH2:12][CH3:13])=[O:10])=[CH:4][N:3]=1.OC(C(F)(F)F)=O.[CH3:21][C:22]1[CH:23]=[C:24]([NH2:27])[S:25][CH:26]=1.CCN(C(C)C)C(C)C.O. Product: [Cl:1][C:2]1[N:7]=[C:6]([NH:27][C:24]2[S:25][CH:26]=[C:22]([CH3:21])[CH:23]=2)[C:5]([C:9]([O:11][CH2:12][CH3:13])=[O:10])=[CH:4][N:3]=1. The catalyst class is: 210.